Dataset: Forward reaction prediction with 1.9M reactions from USPTO patents (1976-2016). Task: Predict the product of the given reaction. The product is: [O:15]=[C:14]1[C:13]([C:11]#[N:12])=[C:7]([C:1]2[CH:6]=[CH:5][CH:4]=[CH:3][CH:2]=2)[CH:9]=[N:17][NH:16]1. Given the reactants [C:1]1([C:7]([CH:9]=O)=O)[CH:6]=[CH:5][CH:4]=[CH:3][CH:2]=1.[C:11]([CH2:13][C:14]([NH:16][NH2:17])=[O:15])#[N:12], predict the reaction product.